This data is from Catalyst prediction with 721,799 reactions and 888 catalyst types from USPTO. The task is: Predict which catalyst facilitates the given reaction. (1) Reactant: [CH3:1][N:2]([CH3:43])[CH2:3][CH2:4][NH:5][C:6](=[O:42])[NH:7][C:8]1[CH:13]=[CH:12][C:11]([C:14]2[N:15]=[C:16]([N:36]3[CH2:41][CH2:40][O:39][CH2:38][CH2:37]3)[C:17]3[N:22]=[N:21][N:20]([CH:23]4[CH2:28][CH2:27][N:26](C(OC(C)(C)C)=O)[CH2:25][CH2:24]4)[C:18]=3[N:19]=2)=[CH:10][CH:9]=1.C(O)(C(F)(F)F)=O.[NH4+].[OH-]. Product: [CH3:1][N:2]([CH3:43])[CH2:3][CH2:4][NH:5][C:6]([NH:7][C:8]1[CH:9]=[CH:10][C:11]([C:14]2[N:15]=[C:16]([N:36]3[CH2:41][CH2:40][O:39][CH2:38][CH2:37]3)[C:17]3[N:22]=[N:21][N:20]([CH:23]4[CH2:28][CH2:27][NH:26][CH2:25][CH2:24]4)[C:18]=3[N:19]=2)=[CH:12][CH:13]=1)=[O:42]. The catalyst class is: 2. (2) Reactant: [F:1][C:2]1[CH:21]=[CH:20][CH:19]=[CH:18][C:3]=1[CH2:4][N:5]1[C:9]([C:10]2[CH:14]=[CH:13][O:12][N:11]=2)=[CH:8][C:7]([C:15](=[NH:17])[NH2:16])=[N:6]1.[C:22](#[N:26])[CH2:23][C:24]#[N:25]. Product: [F:1][C:2]1[CH:21]=[CH:20][CH:19]=[CH:18][C:3]=1[CH2:4][N:5]1[C:9]([C:10]2[CH:14]=[CH:13][O:12][N:11]=2)=[CH:8][C:7]([C:15]2[N:16]=[C:24]([NH2:25])[CH:23]=[C:22]([NH2:26])[N:17]=2)=[N:6]1. The catalyst class is: 8. (3) Reactant: CON(C)[C:4]([CH:6]1[CH2:10][CH2:9][O:8][CH2:7]1)=[O:5].[CH2:12]([Mg]Br)[CH3:13]. Product: [O:8]1[CH2:9][CH2:10][CH:6]([C:4](=[O:5])[CH2:12][CH3:13])[CH2:7]1. The catalyst class is: 7.